Dataset: Full USPTO retrosynthesis dataset with 1.9M reactions from patents (1976-2016). Task: Predict the reactants needed to synthesize the given product. (1) Given the product [CH:11]([C:7]1[CH:8]=[CH:9][CH:10]=[C:4]([CH:1]([CH3:3])[CH3:2])[C:5]=1[N:6]=[N+:18]=[N-:19])([CH3:13])[CH3:12], predict the reactants needed to synthesize it. The reactants are: [CH:1]([C:4]1[CH:10]=[CH:9][CH:8]=[C:7]([CH:11]([CH3:13])[CH3:12])[C:5]=1[NH2:6])([CH3:3])[CH3:2].[Si]([N:18]=[N+:19]=[N-])(C)(C)C. (2) Given the product [F:1][C:2]1[C:7]([C:8](=[O:9])[S:15][C:16]2[CH:21]=[CH:20][CH:19]=[CH:18][N:17]=2)=[C:6]([F:11])[C:5]([F:12])=[C:4]([F:13])[C:3]=1[F:14], predict the reactants needed to synthesize it. The reactants are: [F:1][C:2]1[C:7]([C:8](Cl)=[O:9])=[C:6]([F:11])[C:5]([F:12])=[C:4]([F:13])[C:3]=1[F:14].[SH:15][C:16]1[CH:21]=[CH:20][CH:19]=[CH:18][N:17]=1. (3) The reactants are: [O:1]([C:8]1[S:9][C:10]([CH2:13][NH2:14])=[CH:11][CH:12]=1)[C:2]1[CH:7]=[CH:6][CH:5]=[CH:4][CH:3]=1.[NH2:15][C:16]1[N:24]=[C:23]([CH3:25])[CH:22]=[CH:21][C:17]=1[C:18](O)=[O:19].ON1C2C=CC=CC=2N=N1.CCN=C=NCCCN(C)C. Given the product [O:1]([C:8]1[S:9][C:10]([CH2:13][NH:14][C:18](=[O:19])[C:17]2[CH:21]=[CH:22][C:23]([CH3:25])=[N:24][C:16]=2[NH2:15])=[CH:11][CH:12]=1)[C:2]1[CH:3]=[CH:4][CH:5]=[CH:6][CH:7]=1, predict the reactants needed to synthesize it. (4) Given the product [F:4][C:2]([C:5]1[C:6]([C:16]2[O:18][N:45]=[C:44]([C:46]3[CH:63]=[CH:62][C:49]([CH2:50][N:51]4[CH2:54][CH:53]([C:55]([O:57][C:58]([CH3:61])([CH3:60])[CH3:59])=[O:56])[CH2:52]4)=[CH:48][CH:47]=3)[N:43]=2)=[N:7][O:8][C:9]=1[C:10]1[CH:11]=[CH:12][CH:13]=[CH:14][CH:15]=1)([F:1])[CH2:3][CH3:19], predict the reactants needed to synthesize it. The reactants are: [F:1][C:2]([C:5]1[C:6]([C:16]([OH:18])=O)=[N:7][O:8][C:9]=1[C:10]1[CH:15]=[CH:14][CH:13]=[CH:12][CH:11]=1)([F:4])[CH3:3].[CH:19]1C=CC2N(O)N=NC=2C=1.C(N(C(C)C)CC)(C)C.C(Cl)CCl.O/[N:43]=[C:44](/[C:46]1[CH:63]=[CH:62][C:49]([CH2:50][N:51]2[CH2:54][CH:53]([C:55]([O:57][C:58]([CH3:61])([CH3:60])[CH3:59])=[O:56])[CH2:52]2)=[CH:48][CH:47]=1)\[NH2:45]. (5) The reactants are: Br[CH2:2][C:3]1[C:4]2[CH:11]=[C:10]([Cl:12])[CH:9]=[CH:8][C:5]=2[S:6][CH:7]=1.[F:13][C:14]([F:37])([C:18]1[CH:26]=[C:25]2[C:21]([C:22]([CH3:36])=[N:23][N:24]2CC2C(C)=CC=CC=2C)=[CH:20][CH:19]=1)[C:15]([OH:17])=[O:16]. Given the product [Cl:12][C:10]1[CH:9]=[CH:8][C:5]2[S:6][CH:7]=[C:3]([CH2:2][N:24]3[C:25]4[C:21](=[CH:20][CH:19]=[C:18]([C:14]([F:13])([F:37])[C:15]([OH:17])=[O:16])[CH:26]=4)[C:22]([CH3:36])=[N:23]3)[C:4]=2[CH:11]=1, predict the reactants needed to synthesize it.